Predict the product of the given reaction. From a dataset of Forward reaction prediction with 1.9M reactions from USPTO patents (1976-2016). (1) Given the reactants [Br:1][C:2]1[CH:10]=[C:9]2[C:5]([CH:6]=[N:7][NH:8]2)=[CH:4][CH:3]=1.[OH-].[Na+].[I:13]I, predict the reaction product. The product is: [Br:1][C:2]1[CH:10]=[C:9]2[C:5]([C:6]([I:13])=[N:7][NH:8]2)=[CH:4][CH:3]=1. (2) Given the reactants [CH3:1][C:2]1[CH:10]=[CH:9][C:5]([C:6]([OH:8])=O)=[CH:4][C:3]=1[C:11]1[NH:15][C:14]([CH:16]2[CH2:21][CH2:20][O:19][CH2:18][CH2:17]2)=[N:13][C:12]=1[CH3:22].CC1C=C(C)C(C2N=C(C3CCOCC3)NC=2C)=CC=1C(O)=O.Cl.[F:47][C:48]1([C:52]2[CH:59]=[CH:58][C:55]([C:56]#[N:57])=[CH:54][CH:53]=2)[CH2:51][NH:50][CH2:49]1.Cl.N1CC(C2C=CC(C#N)=CC=2)C1, predict the reaction product. The product is: [F:47][C:48]1([C:52]2[CH:53]=[CH:54][C:55]([C:56]#[N:57])=[CH:58][CH:59]=2)[CH2:49][N:50]([C:6](=[O:8])[C:5]2[CH:9]=[CH:10][C:2]([CH3:1])=[C:3]([C:11]3[NH:15][C:14]([CH:16]4[CH2:21][CH2:20][O:19][CH2:18][CH2:17]4)=[N:13][C:12]=3[CH3:22])[CH:4]=2)[CH2:51]1. (3) Given the reactants [Br-].[CH2:2]([P+](C1C=CC=CC=1)(C1C=CC=CC=1)C1C=CC=CC=1)[CH2:3][CH3:4].[CH3:24]CCCCC.[H-].[Na+].[C:32]([O:36][C:37]([N:39]1[CH2:44][CH2:43][C:42](=O)[CH2:41][CH:40]1[C:46]([OH:48])=[O:47])=[O:38])([CH3:35])([CH3:34])[CH3:33], predict the reaction product. The product is: [CH3:24][O:48][C:46]([CH:40]1[CH2:41][C:42](=[CH:2][CH2:3][CH3:4])[CH2:43][CH2:44][N:39]1[C:37]([O:36][C:32]([CH3:35])([CH3:34])[CH3:33])=[O:38])=[O:47]. (4) Given the reactants Cl[C:2]1[CH:7]=[C:6]([C:8]([F:11])([F:10])[F:9])[N:5]=[C:4]([C:12]2[CH:13]=[N:14][CH:15]=[CH:16][CH:17]=2)[N:3]=1.[OH:18][C:19]1[CH:20]=[CH:21][C:22]([CH3:26])=[C:23]([CH:25]=1)[NH2:24].Cl.[OH-].[Na+], predict the reaction product. The product is: [OH:18][C:19]1[CH:20]=[CH:21][C:22]([CH3:26])=[C:23]([CH:25]=1)[NH:24][C:2]1[CH:7]=[C:6]([C:8]([F:11])([F:10])[F:9])[N:5]=[C:4]([C:12]2[CH:13]=[N:14][CH:15]=[CH:16][CH:17]=2)[N:3]=1.